Dataset: Forward reaction prediction with 1.9M reactions from USPTO patents (1976-2016). Task: Predict the product of the given reaction. (1) Given the reactants [CH2:1]([O:5][C:6]1[CH:10]=[CH:9][NH:8][N:7]=1)[CH:2]([CH3:4])[CH3:3].CN(C=O)C.[H-].[Na+].[Cl:18][C:19]1[C:24]([C:25]([O:27][C:28]([CH3:31])([CH3:30])[CH3:29])=[O:26])=[CH:23][CH:22]=[C:21](Cl)[N:20]=1, predict the reaction product. The product is: [Cl:18][C:19]1[C:24]([C:25]([O:27][C:28]([CH3:31])([CH3:30])[CH3:29])=[O:26])=[CH:23][CH:22]=[C:21]([N:8]2[CH:9]=[CH:10][C:6]([O:5][CH2:1][CH:2]([CH3:4])[CH3:3])=[N:7]2)[N:20]=1. (2) Given the reactants [CH3:1][O:2][CH2:3][CH2:4][CH2:5][OH:6].[H-].[Na+].Cl[C:10]1[CH:15]=[N:14][C:13]([Cl:16])=[CH:12][N:11]=1, predict the reaction product. The product is: [Cl:16][C:13]1[CH:12]=[N:11][C:10]([O:6][CH2:5][CH2:4][CH2:3][O:2][CH3:1])=[CH:15][N:14]=1.